Dataset: Catalyst prediction with 721,799 reactions and 888 catalyst types from USPTO. Task: Predict which catalyst facilitates the given reaction. (1) Reactant: O.[OH-].[Li+].[CH:4]1([CH2:7][N:8]([CH2:20][C@@H:21]2[C@@H:28]3[C@@H:24]([O:25][C:26]([CH3:30])([CH3:29])[O:27]3)[C@H:23]([N:31]3[C:35]4[N:36]=[CH:37][N:38]=[C:39]([NH:40][CH2:41][C:42]5[CH:47]=[CH:46][C:45]([O:48][CH3:49])=[CH:44][C:43]=5[O:50][CH3:51])[C:34]=4[CH:33]=[CH:32]3)[CH2:22]2)[CH:9]2[CH2:12][CH:11]([CH2:13][CH2:14][C:15]([O:17]CC)=[O:16])[CH2:10]2)[CH2:6][CH2:5]1.Cl. Product: [CH:4]1([CH2:7][N:8]([CH2:20][C@@H:21]2[C@@H:28]3[C@@H:24]([O:25][C:26]([CH3:30])([CH3:29])[O:27]3)[C@H:23]([N:31]3[C:35]4[N:36]=[CH:37][N:38]=[C:39]([NH:40][CH2:41][C:42]5[CH:47]=[CH:46][C:45]([O:48][CH3:49])=[CH:44][C:43]=5[O:50][CH3:51])[C:34]=4[CH:33]=[CH:32]3)[CH2:22]2)[CH:9]2[CH2:12][CH:11]([CH2:13][CH2:14][C:15]([OH:17])=[O:16])[CH2:10]2)[CH2:5][CH2:6]1. The catalyst class is: 83. (2) Reactant: C[O:2][C:3]([C:5]1[S:9][C:8]([NH:10][C:11]([O:13][C:14]([CH3:17])([CH3:16])[CH3:15])=[O:12])=[N:7][C:6]=1[CH3:18])=O.[H-].[Al+3].[Li+].[H-].[H-].[H-]. Product: [C:14]([O:13][C:11](=[O:12])[NH:10][C:8]1[S:9][C:5]([CH2:3][OH:2])=[C:6]([CH3:18])[N:7]=1)([CH3:17])([CH3:15])[CH3:16]. The catalyst class is: 1. (3) Reactant: [NH2:1][CH2:2][C:3]1[C:8]([CH2:9][CH3:10])=[N:7][C:6]2[N:11]([CH2:14][CH3:15])[N:12]=[CH:13][C:5]=2[C:4]=1[NH:16][CH:17]1[CH2:22][CH2:21][O:20][CH2:19][CH2:18]1.[CH:23]1[C:32]2[C:27](=[CH:28][CH:29]=[CH:30][CH:31]=2)[CH:26]=[C:25]([C:33]([OH:35])=[O:34])[C:24]=1[C:36](O)=[O:37].C1C=CC2N(O)N=NC=2C=1.C(Cl)CCl. Product: [CH2:14]([N:11]1[C:6]2=[N:7][C:8]([CH2:9][CH3:10])=[C:3]([CH2:2][NH:1][C:36]([C:24]3[C:25]([C:33]([OH:35])=[O:34])=[CH:26][C:27]4[C:32]([CH:23]=3)=[CH:31][CH:30]=[CH:29][CH:28]=4)=[O:37])[C:4]([NH:16][CH:17]3[CH2:18][CH2:19][O:20][CH2:21][CH2:22]3)=[C:5]2[CH:13]=[N:12]1)[CH3:15]. The catalyst class is: 2. (4) Reactant: [CH2:1]([C:8]1[CH:9]=[C:10]([Br:18])[C:11](OC)=[C:12]([CH:15]=1)C=O)[C:2]1[CH:7]=[CH:6][CH:5]=[CH:4][CH:3]=1.[BH4-].[Na+].Cl.[C:22](Br)(Br)(Br)[Br:23].C1(P(C2C=CC=CC=2)C2C=CC=CC=2)C=CC=CC=1.[O-][Si]([O-])=O.[Mg+2]. Product: [CH2:1]([C:8]1[C:15]([CH2:22][Br:23])=[CH:12][CH:11]=[C:10]([Br:18])[CH:9]=1)[C:2]1[CH:3]=[CH:4][CH:5]=[CH:6][CH:7]=1. The catalyst class is: 92.